This data is from Peptide-MHC class I binding affinity with 185,985 pairs from IEDB/IMGT. The task is: Regression. Given a peptide amino acid sequence and an MHC pseudo amino acid sequence, predict their binding affinity value. This is MHC class I binding data. (1) The binding affinity (normalized) is 0.0847. The peptide sequence is IHYAGWVSL. The MHC is HLA-B08:01 with pseudo-sequence HLA-B08:01. (2) The peptide sequence is IMYGGVFSL. The MHC is HLA-A02:01 with pseudo-sequence HLA-A02:01. The binding affinity (normalized) is 0.711. (3) The peptide sequence is RRIRQGLEL. The MHC is HLA-B27:05 with pseudo-sequence HLA-B27:05. The binding affinity (normalized) is 0.760. (4) The peptide sequence is KVRGRLLAL. The MHC is HLA-A02:03 with pseudo-sequence HLA-A02:03. The binding affinity (normalized) is 1.00.